From a dataset of Catalyst prediction with 721,799 reactions and 888 catalyst types from USPTO. Predict which catalyst facilitates the given reaction. (1) Reactant: [CH2:1]([C:3]1[CH:8]=[CH:7][C:6]([C:9](=[O:11])[CH3:10])=[CH:5][CH:4]=1)[CH3:2].[OH-].[Na+].[CH:14](=O)[C:15]([CH3:18])([CH3:17])[CH3:16]. Product: [CH2:1]([C:3]1[CH:8]=[CH:7][C:6]([C:9](=[O:11])/[CH:10]=[CH:14]/[C:15]([CH3:18])([CH3:17])[CH3:16])=[CH:5][CH:4]=1)[CH3:2]. The catalyst class is: 191. (2) Reactant: C(O[K])(C)(C)C.[CH2:7]([C:9]1[O:13][C:12]([CH:14]=O)=[CH:11][CH:10]=1)[CH3:8].[CH2:16]([O:18][C:19](=[O:27])[CH2:20][CH2:21][C:22]([O:24]CC)=[O:23])[CH3:17]. Product: [CH2:16]([O:18][C:19](/[C:20](=[CH:14]/[C:12]1[O:13][C:9]([CH2:7][CH3:8])=[CH:10][CH:11]=1)/[CH2:21][C:22]([OH:24])=[O:23])=[O:27])[CH3:17]. The catalyst class is: 218. (3) Product: [OH:8][N:9]1[C:15](=[O:16])[N:14]2[CH2:17][C@H:10]1[CH2:11][CH2:12][C@H:13]2[C:18]([NH:20][O:21][CH2:22][C@@H:23]([NH:25][C:26](=[O:32])[O:27][C:28]([CH3:31])([CH3:30])[CH3:29])[CH3:24])=[O:19]. The catalyst class is: 19. Reactant: C([O:8][N:9]1[C:15](=[O:16])[N:14]2[CH2:17][C@H:10]1[CH2:11][CH2:12][C@H:13]2[C:18]([NH:20][O:21][CH2:22][C@@H:23]([NH:25][C:26](=[O:32])[O:27][C:28]([CH3:31])([CH3:30])[CH3:29])[CH3:24])=[O:19])C1C=CC=CC=1. (4) Reactant: [N:1]1([C:7]2[CH:8]=[N:9][C:10]3[C:15]([CH:16]=2)=[CH:14][C:13]([S:17][C:18]2[N:22]4[N:23]=[C:24]([C:27](=O)[CH3:28])[CH:25]=[CH:26][C:21]4=[N:20][N:19]=2)=[CH:12][CH:11]=3)[CH2:6][CH2:5][O:4][CH2:3][CH2:2]1.Cl.[NH2:31][OH:32]. Product: [N:1]1([C:7]2[CH:8]=[N:9][C:10]3[C:15]([CH:16]=2)=[CH:14][C:13]([S:17][C:18]2[N:22]4[N:23]=[C:24](/[C:27](=[N:31]/[OH:32])/[CH3:28])[CH:25]=[CH:26][C:21]4=[N:20][N:19]=2)=[CH:12][CH:11]=3)[CH2:6][CH2:5][O:4][CH2:3][CH2:2]1. The catalyst class is: 5.